From a dataset of Full USPTO retrosynthesis dataset with 1.9M reactions from patents (1976-2016). Predict the reactants needed to synthesize the given product. (1) Given the product [Cl:1][C:2]1[C:10]2[N:9]=[C:8]3[N:11]([C:15]4[CH:20]=[CH:19][C:18]([Cl:21])=[CH:17][C:16]=4[Cl:22])[CH2:12][CH2:13][CH2:14][N:7]3[C:6]=2[C:5]([CH:23]([N:26]([CH2:36][CH3:37])[C:27](=[O:32])[C:28]([F:30])([F:29])[F:31])[CH2:24][CH3:25])=[CH:4][CH:3]=1, predict the reactants needed to synthesize it. The reactants are: [Cl:1][C:2]1[C:10]2[N:9]=[C:8]3[N:11]([C:15]4[CH:20]=[CH:19][C:18]([Cl:21])=[CH:17][C:16]=4[Cl:22])[CH2:12][CH2:13][CH2:14][N:7]3[C:6]=2[C:5]([CH:23]([NH:26][C:27](=[O:32])[C:28]([F:31])([F:30])[F:29])[CH2:24][CH3:25])=[CH:4][CH:3]=1.[H-].[Na+].I[CH2:36][CH3:37].O. (2) Given the product [F:1][C:2]1[CH:3]=[CH:4][C:5]([O:10][CH:11]2[CH2:15][CH2:14][CH2:13][CH2:12]2)=[C:6]([CH:7]=[N:21][C:26]([O:28][Si:31]([CH3:34])([CH3:33])[CH3:32])=[CH2:27])[CH:9]=1, predict the reactants needed to synthesize it. The reactants are: [F:1][C:2]1[CH:3]=[CH:4][C:5]([O:10][CH:11]2[CH2:15][CH2:14][CH2:13][CH2:12]2)=[C:6]([CH:9]=1)[CH:7]=O.[Li+].C[Si]([N-:21][Si](C)(C)C)(C)C.[C:26](Cl)(=[O:28])[CH3:27].Cl[Si:31]([CH3:34])([CH3:33])[CH3:32]. (3) The reactants are: [CH2:1]([O:8][C:9]([NH:11][C@H:12]1[CH2:16][CH2:15][N:14]([C@H:17]2[CH2:23][CH2:22][C@@H:21]3[CH2:24][C@H:18]2[C:19](=[O:32])[N:20]3[C:25]([O:27][C:28]([CH3:31])([CH3:30])[CH3:29])=[O:26])[C:13]1=[O:33])=[O:10])[C:2]1[CH:7]=[CH:6][CH:5]=[CH:4][CH:3]=1.[BH4-].[Na+]. Given the product [C:28]([O:27][C:25](=[O:26])[NH:20][C@@H:21]1[CH2:22][CH2:23][C@H:17]([N:14]2[CH2:15][CH2:16][C@H:12]([NH:11][C:9]([O:8][CH2:1][C:2]3[CH:3]=[CH:4][CH:5]=[CH:6][CH:7]=3)=[O:10])[C:13]2=[O:33])[C@H:18]([CH2:19][OH:32])[CH2:24]1)([CH3:31])([CH3:29])[CH3:30], predict the reactants needed to synthesize it. (4) Given the product [CH2:8]([O:15][C:16]([N:18]1[CH2:24][CH2:23][CH:22]([OH:25])[CH:21]([NH:26][C:1](=[O:3])[CH3:2])[CH2:20][CH2:19]1)=[O:17])[C:9]1[CH:10]=[CH:11][CH:12]=[CH:13][CH:14]=1, predict the reactants needed to synthesize it. The reactants are: [C:1](OC(=O)C)(=[O:3])[CH3:2].[CH2:8]([O:15][C:16]([N:18]1[CH2:24][CH2:23][CH:22]([OH:25])[CH:21]([NH2:26])[CH2:20][CH:19]1CC1C=CC=CC=1)=[O:17])[C:9]1[CH:14]=[CH:13][CH:12]=[CH:11][CH:10]=1.C(=O)(O)[O-].[Na+]. (5) Given the product [Cl:28][C:11]1[N:10]2[CH:14]=[CH:15][N:16]=[C:9]2[CH:8]=[C:7]([C:5]2[CH:4]=[N:3][N:2]([CH3:1])[CH:6]=2)[N:12]=1, predict the reactants needed to synthesize it. The reactants are: [CH3:1][N:2]1[CH:6]=[C:5]([C:7]2[NH:12][C:11](=O)[N:10]3[CH:14]=[CH:15][N:16]=[C:9]3[CH:8]=2)[CH:4]=[N:3]1.CCN(C(C)C)C(C)C.O=P(Cl)(Cl)[Cl:28].CO.CCN(C(C)C)C(C)C.CCOC(C)=O. (6) Given the product [N:29]1[CH:30]=[CH:31][C:26]([CH2:25][NH:24][C:3]([C:5]2[N:6]=[CH:7][C:8]3[C:9](=[O:23])[N:10]([CH2:16][C:17]4[CH:22]=[CH:21][CH:20]=[CH:19][CH:18]=4)[CH:11]=[CH:12][C:13]=3[C:14]=2[OH:15])=[O:2])=[CH:27][CH:28]=1, predict the reactants needed to synthesize it. The reactants are: C[O:2][C:3]([C:5]1[N:6]=[CH:7][C:8]2[C:9](=[O:23])[N:10]([CH2:16][C:17]3[CH:22]=[CH:21][CH:20]=[CH:19][CH:18]=3)[CH:11]=[CH:12][C:13]=2[C:14]=1[OH:15])=O.[NH2:24][CH2:25][C:26]1[CH:31]=[CH:30][N:29]=[CH:28][CH:27]=1.C(O)(=O)C.O. (7) Given the product [C:32]([C:36]1[CH:37]=[CH:38][C:39]([C:40]([NH:28][C:25]2[CH:26]=[CH:27][C:22]([C:20]3[N:21]=[C:17]([C:15]([NH:14][CH:9]([CH:8]([CH3:31])[CH3:7])[C:10]([O:12][CH3:13])=[O:11])=[O:16])[S:18][CH:19]=3)=[CH:23][CH:24]=2)=[O:41])=[CH:43][CH:44]=1)([CH3:35])([CH3:33])[CH3:34], predict the reactants needed to synthesize it. The reactants are: N1C=CC=CC=1.[CH3:7][CH:8]([CH3:31])[CH:9]([NH:14][C:15]([C:17]1[S:18][CH:19]=[C:20]([C:22]2[CH:27]=[CH:26][C:25]([N+:28]([O-])=O)=[CH:24][CH:23]=2)[N:21]=1)=[O:16])[C:10]([O:12][CH3:13])=[O:11].[C:32]([C:36]1[CH:44]=[CH:43][C:39]([C:40](Cl)=[O:41])=[CH:38][CH:37]=1)([CH3:35])([CH3:34])[CH3:33]. (8) Given the product [F:1][C:2]1([C:6]2[CH:11]=[CH:10][C:9]([C:12]3[CH2:16][C:15]([C:21]4[CH:26]=[C:25]([Cl:27])[C:24]([Cl:28])=[C:23]([Cl:29])[CH:22]=4)([C:17]([F:19])([F:20])[F:18])[O:14][N:13]=3)=[CH:8][CH:7]=2)[CH2:3][N:4]([C:36](=[O:38])[CH3:37])[CH2:5]1, predict the reactants needed to synthesize it. The reactants are: [F:1][C:2]1([C:6]2[CH:11]=[CH:10][C:9]([C:12]3[CH2:16][C:15]([C:21]4[CH:26]=[C:25]([Cl:27])[C:24]([Cl:28])=[C:23]([Cl:29])[CH:22]=4)([C:17]([F:20])([F:19])[F:18])[O:14][N:13]=3)=[CH:8][CH:7]=2)[CH2:5][NH:4][CH2:3]1.N1C=CC=CC=1.[C:36](Cl)(=[O:38])[CH3:37].O. (9) Given the product [F:1][C:2]1[CH:9]=[CH:8][CH:7]=[C:6]([F:10])[C:3]=1[CH2:4][NH:5][C:13](=[O:14])[CH2:12][Cl:11], predict the reactants needed to synthesize it. The reactants are: [F:1][C:2]1[CH:9]=[CH:8][CH:7]=[C:6]([F:10])[C:3]=1[CH2:4][NH2:5].[Cl:11][CH2:12][C:13](O[C:13](=[O:14])[CH2:12][Cl:11])=[O:14].C(N(CC)CC)C. (10) The reactants are: [C:1]1([Mg]Br)[CH:6]=[CH:5][CH:4]=[CH:3][CH:2]=1.[N:9]1[C:16]([Cl:17])=[N:15][C:13](Cl)=[N:12][C:10]=1[Cl:11].[NH4+].[Cl-]. Given the product [Cl:11][C:10]1[N:9]=[C:16]([Cl:17])[N:15]=[C:13]([C:1]2[CH:6]=[CH:5][CH:4]=[CH:3][CH:2]=2)[N:12]=1, predict the reactants needed to synthesize it.